From a dataset of Forward reaction prediction with 1.9M reactions from USPTO patents (1976-2016). Predict the product of the given reaction. Given the reactants [NH2:1][C:2]1[N:10]=[C:9]([O:11][CH2:12][CH2:13][CH2:14][CH3:15])[N:8]=[C:7]2[C:3]=1[NH:4][C:5](=[O:27])[N:6]2[CH2:16][CH2:17][CH2:18][NH:19][CH:20]1[CH2:25][CH2:24][N:23]([CH3:26])[CH2:22][CH2:21]1.C(Cl)CCl.C1C=CC2N(O)N=NC=2C=1.[CH3:42][O:43][C:44](=[O:56])[CH2:45][C:46]1[CH:47]=[C:48]([CH2:52][C:53](O)=[O:54])[CH:49]=[CH:50][CH:51]=1, predict the reaction product. The product is: [NH2:1][C:2]1[N:10]=[C:9]([O:11][CH2:12][CH2:13][CH2:14][CH3:15])[N:8]=[C:7]2[C:3]=1[NH:4][C:5](=[O:27])[N:6]2[CH2:16][CH2:17][CH2:18][N:19]([CH:20]1[CH2:21][CH2:22][N:23]([CH3:26])[CH2:24][CH2:25]1)[C:53](=[O:54])[CH2:52][C:48]1[CH:47]=[C:46]([CH2:45][C:44]([O:43][CH3:42])=[O:56])[CH:51]=[CH:50][CH:49]=1.